This data is from Full USPTO retrosynthesis dataset with 1.9M reactions from patents (1976-2016). The task is: Predict the reactants needed to synthesize the given product. (1) The reactants are: [OH:1][C:2]1[C:7]([C:8]2[S:9][CH:10]=[CH:11][CH:12]=2)=[N:6][N:5]([CH2:13][C:14]2([C:17]([F:20])([F:19])[F:18])[CH2:16][CH2:15]2)[C:4](=[O:21])[C:3]=1[C:22]1[NH:27][C:26]2[CH:28]=[CH:29][C:30](I)=[CH:31][C:25]=2[S:24](=[O:34])(=[O:33])[N:23]=1.[O-]P(OP(OP([O-])([O-])=O)([O-])=O)(=O)[O-].[K+].[K+].[K+].[K+].[K+].N(CC(O)=O)C.[CH3:59][NH:60][S:61]([CH3:64])(=[O:63])=[O:62]. Given the product [OH:1][C:2]1[C:7]([C:8]2[S:9][CH:10]=[CH:11][CH:12]=2)=[N:6][N:5]([CH2:13][C:14]2([C:17]([F:20])([F:19])[F:18])[CH2:16][CH2:15]2)[C:4](=[O:21])[C:3]=1[C:22]1[NH:27][C:26]2[CH:28]=[CH:29][C:30]([N:60]([CH3:59])[S:61]([CH3:64])(=[O:63])=[O:62])=[CH:31][C:25]=2[S:24](=[O:34])(=[O:33])[N:23]=1, predict the reactants needed to synthesize it. (2) Given the product [Cl:1][C:2]1[S:6][C:5](/[CH:7]=[CH:8]/[S:9]([N:12]([CH3:37])[C@H:13]2[CH2:17][CH2:16][N:15]([C:18]3[CH:19]=[CH:20][C:21]4[CH2:27][N:26]([C:28]([O:30][C:31]([CH3:32])([CH3:33])[CH3:34])=[O:29])[CH2:25][CH2:24][CH2:23][C:22]=4[CH:35]=3)[C:14]2=[O:36])(=[O:10])=[O:11])=[CH:4][CH:3]=1, predict the reactants needed to synthesize it. The reactants are: [Cl:1][C:2]1[S:6][C:5](/[CH:7]=[CH:8]/[S:9]([NH:12][C@H:13]2[CH2:17][CH2:16][N:15]([C:18]3[CH:19]=[CH:20][C:21]4[CH2:27][N:26]([C:28]([O:30][C:31]([CH3:34])([CH3:33])[CH3:32])=[O:29])[CH2:25][CH2:24][CH2:23][C:22]=4[CH:35]=3)[C:14]2=[O:36])(=[O:11])=[O:10])=[CH:4][CH:3]=1.[C:37](=O)([O-])[O-].[K+].[K+].IC.[Cl-].[NH4+].